This data is from Forward reaction prediction with 1.9M reactions from USPTO patents (1976-2016). The task is: Predict the product of the given reaction. (1) Given the reactants [CH3:1][C@H:2]1[O:7][C@@H:6]([CH3:8])[CH2:5][N:4]([C:9]2[C:16]([CH2:17][OH:18])=[CH:15][C:12]([CH:13]=O)=[C:11]([F:19])[C:10]=2[F:20])[CH2:3]1.[NH2:21][N:22]1[CH2:27][CH2:26]O[CH2:24][CH2:23]1, predict the reaction product. The product is: [CH3:1][C@H:2]1[O:7][C@@H:6]([CH3:8])[CH2:5][N:4]([C:9]2[C:10]([F:20])=[C:11]([F:19])[C:12](/[CH:13]=[N:21]\[N:22]3[CH2:27][CH2:26][CH2:24][CH2:23]3)=[CH:15][C:16]=2[CH2:17][OH:18])[CH2:3]1. (2) The product is: [CH3:31][O:32][C:33]1[CH:40]=[CH:39][CH:38]=[CH:37][C:34]=1[CH2:35][NH:36][CH2:22][C:21]1[CH:20]=[C:19]([C:18]2[C:17]3[C:12](=[C:13]([C:27]([F:29])([F:30])[F:28])[CH:14]=[CH:15][CH:16]=3)[N:11]=[CH:10][C:9]=2[C:1]([C:2]2[CH:7]=[CH:6][CH:5]=[CH:4][CH:3]=2)=[O:8])[CH:26]=[CH:25][CH:24]=1. Given the reactants [C:1]([C:9]1[CH:10]=[N:11][C:12]2[C:17]([C:18]=1[C:19]1[CH:20]=[C:21]([CH:24]=[CH:25][CH:26]=1)[CH:22]=O)=[CH:16][CH:15]=[CH:14][C:13]=2[C:27]([F:30])([F:29])[F:28])(=[O:8])[C:2]1[CH:7]=[CH:6][CH:5]=[CH:4][CH:3]=1.[CH3:31][O:32][C:33]1[CH:40]=[CH:39][CH:38]=[CH:37][C:34]=1[CH2:35][NH2:36], predict the reaction product. (3) Given the reactants CO[CH2:3][N:4]([CH2:10][C:11]1[CH:16]=[CH:15][CH:14]=[CH:13][CH:12]=1)[CH2:5][Si](C)(C)C.[F:17][C:18]1[CH:23]=[CH:22][C:21](/[CH:24]=[CH:25]/[N+:26]([O-:28])=[O:27])=[CH:20][CH:19]=1.FC(F)(F)C(O)=O, predict the reaction product. The product is: [CH2:10]([N:4]1[CH2:5][CH:25]([N+:26]([O-:28])=[O:27])[CH:24]([C:21]2[CH:22]=[CH:23][C:18]([F:17])=[CH:19][CH:20]=2)[CH2:3]1)[C:11]1[CH:16]=[CH:15][CH:14]=[CH:13][CH:12]=1. (4) Given the reactants [CH2:1]([O:8][C:9]([NH:11][CH2:12][C:13]([OH:15])=O)=[O:10])[C:2]1[CH:7]=[CH:6][CH:5]=[CH:4][CH:3]=1.O.O[N:18]1[C:22]2[CH:23]=[CH:24][CH:25]=[CH:26][C:21]=2N=N1.C1(N)CCCCC1.Cl.CN(C)CCCN=C=NCC, predict the reaction product. The product is: [CH2:1]([O:8][C:9](=[O:10])[NH:11][CH2:12][C:13](=[O:15])[NH:18][CH:22]1[CH2:23][CH2:24][CH2:25][CH2:26][CH2:21]1)[C:2]1[CH:3]=[CH:4][CH:5]=[CH:6][CH:7]=1. (5) Given the reactants C([O:8][C:9]1[CH:10]=[C:11]([CH:14]=[CH:15][C:16]=1[O:17]CC1C=CC=CC=1)[CH2:12][NH2:13])C1C=CC=CC=1.[C:25](Cl)(=[O:31])[CH2:26][CH2:27][C:28](Cl)=[O:29], predict the reaction product. The product is: [OH:8][C:9]1[CH:10]=[C:11]([CH:14]=[CH:15][C:16]=1[OH:17])[CH2:12][NH:13][C:25](=[O:31])[CH2:26][CH2:27][C:28]([NH:13][CH2:12][C:11]1[CH:14]=[CH:15][C:16]([OH:17])=[C:9]([OH:8])[CH:10]=1)=[O:29]. (6) The product is: [CH2:23]([CH:15]1[N:12]([C:13]2[CH:14]=[CH:30][CH:26]=[CH:27][CH:28]=2)[C:2](=[O:3])[C:4]([C:5]([O:7][CH2:8][CH3:9])=[O:6])=[C:17]([OH:20])[CH2:16]1)[CH3:24]. Given the reactants Cl[C:2]([CH2:4][C:5]([O:7][CH2:8][CH3:9])=[O:6])=[O:3].C([N:12]([CH2:15][CH3:16])[CH2:13][CH3:14])C.[C:17](=[O:20])([O-])O.[Na+].[O-][CH2:23][CH3:24].[Na+].[CH2:26]1[CH2:30]O[CH2:28][CH2:27]1, predict the reaction product. (7) Given the reactants [Cl:1][C:2]1[CH:3]=[C:4]2[C:8](=[CH:9][CH:10]=1)[C:7](=O)[O:6]/[C:5]/2=[CH:12]\[C:13]1[CH:18]=[CH:17][C:16]([F:19])=[C:15]([C:20]([N:22]2[CH2:27][CH2:26][CH:25]([O:28][CH3:29])[CH2:24][CH2:23]2)=[O:21])[CH:14]=1.CN(C)C=O.O.[NH2:36][NH2:37], predict the reaction product. The product is: [Cl:1][C:2]1[CH:3]=[C:4]2[C:8](=[CH:9][CH:10]=1)[C:7](=[O:6])[NH:37][N:36]=[C:5]2[CH2:12][C:13]1[CH:18]=[CH:17][C:16]([F:19])=[C:15]([C:20]([N:22]2[CH2:27][CH2:26][CH:25]([O:28][CH3:29])[CH2:24][CH2:23]2)=[O:21])[CH:14]=1. (8) Given the reactants [Br:1][C:2]1[CH:3]=[C:4]([CH2:11][CH2:12][NH:13][C:14](=[O:25])[C@@H:15]([NH:19][S:20]([CH2:23][CH3:24])(=[O:22])=[O:21])[CH:16]([CH3:18])[CH3:17])[CH:5]=[C:6]([O:9][CH3:10])[C:7]=1[OH:8].[Cl:26][C:27]1[CH:32]=[CH:31][C:30]([C:33]#[C:34][CH2:35]OS(C2C=CC(C)=CC=2)(=O)=O)=[CH:29][CH:28]=1.C[O-].[Na+].O, predict the reaction product. The product is: [Br:1][C:2]1[CH:3]=[C:4]([CH2:11][CH2:12][NH:13][C:14](=[O:25])[C@@H:15]([NH:19][S:20]([CH2:23][CH3:24])(=[O:22])=[O:21])[CH:16]([CH3:18])[CH3:17])[CH:5]=[C:6]([O:9][CH3:10])[C:7]=1[O:8][CH2:35][C:34]#[C:33][C:30]1[CH:31]=[CH:32][C:27]([Cl:26])=[CH:28][CH:29]=1.